This data is from Forward reaction prediction with 1.9M reactions from USPTO patents (1976-2016). The task is: Predict the product of the given reaction. Given the reactants [NH2:1][C:2]1[N:7]=[C:6](Cl)[C:5]([CH:9]=[O:10])=[C:4]([NH:11][CH2:12][CH2:13][CH2:14][CH2:15][CH3:16])[N:3]=1.[CH3:17][Sn](C)(C)C, predict the reaction product. The product is: [NH2:1][C:2]1[N:7]=[C:6]([CH3:17])[C:5]([CH:9]=[O:10])=[C:4]([NH:11][CH2:12][CH2:13][CH2:14][CH2:15][CH3:16])[N:3]=1.